This data is from Full USPTO retrosynthesis dataset with 1.9M reactions from patents (1976-2016). The task is: Predict the reactants needed to synthesize the given product. (1) Given the product [CH2:26]([N:10]1[C:9]2[N:8]=[C:7]([CH2:6][C:5]3[CH:4]=[CH:3][C:2]([NH:1][S:39]([C:35]4[CH:36]=[CH:37][CH:38]=[C:33]([Cl:32])[C:34]=4[CH3:43])(=[O:40])=[O:41])=[CH:31][CH:30]=3)[NH:15][C:14]=2[C:13](=[O:16])[N:12]([CH2:17][C:18]2[CH:23]=[CH:22][CH:21]=[CH:20][C:19]=2[F:24])[C:11]1=[O:25])[CH2:27][CH2:28][CH3:29], predict the reactants needed to synthesize it. The reactants are: [NH2:1][C:2]1[CH:31]=[CH:30][C:5]([CH2:6][C:7]2[NH:15][C:14]3[C:13](=[O:16])[N:12]([CH2:17][C:18]4[CH:23]=[CH:22][CH:21]=[CH:20][C:19]=4[F:24])[C:11](=[O:25])[N:10]([CH2:26][CH2:27][CH2:28][CH3:29])[C:9]=3[N:8]=2)=[CH:4][CH:3]=1.[Cl:32][C:33]1[C:34]([CH3:43])=[C:35]([S:39](Cl)(=[O:41])=[O:40])[CH:36]=[CH:37][CH:38]=1. (2) Given the product [NH2:17][C:10]1[NH:23][C:22]2[N:18]([N:19]=[CH:20][CH:21]=2)[C:12](=[O:13])[CH:11]=1, predict the reactants needed to synthesize it. The reactants are: C(=O)(O)[O-].[Na+].Cl.C(O[C:10](=[NH:17])[CH2:11][C:12](OCC)=[O:13])C.[NH:18]1[C:22]([NH2:23])=[CH:21][CH:20]=[N:19]1. (3) Given the product [CH3:20][C:21]1[C:25]([NH:26][C:17]([C:6]2[CH:5]=[CH:4][C:3]([O:2][CH3:1])=[C:11]3[O:10][C:9]([CH:12]4[CH2:16][CH2:15][CH2:14][O:13]4)=[CH:8][C:7]=23)=[O:19])=[C:24]([CH3:27])[O:23][N:22]=1, predict the reactants needed to synthesize it. The reactants are: [CH3:1][O:2][C:3]1[CH:4]=[CH:5][C:6]([C:17]([OH:19])=O)=[C:7]2[C:11]=1[O:10][C:9]([CH:12]1[CH2:16][CH2:15][CH2:14][O:13]1)=[CH:8]2.[CH3:20][C:21]1[C:25]([NH2:26])=[C:24]([CH3:27])[O:23][N:22]=1. (4) Given the product [CH2:23]([O:25][C:26]([C:28]1[C:29]([S:10][CH2:49][CH3:50])=[N:30][C:31]2[C:36]([C:37]=1[CH3:38])=[CH:35][C:34]([F:39])=[C:33]([F:40])[CH:32]=2)=[O:27])[CH3:24], predict the reactants needed to synthesize it. The reactants are: COC1C=CC(P2(SP(C3C=CC(OC)=CC=3)(=S)S2)=[S:10])=CC=1.[CH2:23]([O:25][C:26]([C:28]1[C:29](O)=[N:30][C:31]2[C:36]([C:37]=1[CH3:38])=[CH:35][C:34]([F:39])=[C:33]([F:40])[CH:32]=2)=[O:27])[CH3:24].C([O-])([O-])=O.[K+].[K+].I[CH2:49][CH3:50]. (5) Given the product [OH:26][C:21]1([CH2:20][CH2:19][NH:18][C:15]([C:4]2[C:3]3[C:7](=[CH:8][CH:9]=[CH:10][C:2]=3[Cl:1])[N:6]([CH2:11][CH2:12][O:13][CH3:14])[CH:5]=2)=[O:17])[CH2:25][CH2:24][CH2:23][CH2:22]1, predict the reactants needed to synthesize it. The reactants are: [Cl:1][C:2]1[CH:10]=[CH:9][CH:8]=[C:7]2[C:3]=1[C:4]([C:15]([OH:17])=O)=[CH:5][N:6]2[CH2:11][CH2:12][O:13][CH3:14].[NH2:18][CH2:19][CH2:20][C:21]1([OH:26])[CH2:25][CH2:24][CH2:23][CH2:22]1.CCN(C(C)C)C(C)C.C(Cl)CCl.N1(O)C2C=CC=CC=2N=N1. (6) Given the product [CH:16]1([O:15][CH2:14][C:8]2[N:5]3[CH:6]=[CH:7][C:2]([NH:30][C:22](=[O:29])[C:23]4[CH:28]=[CH:27][CH:26]=[CH:25][CH:24]=4)=[CH:3][C:4]3=[N:10][C:9]=2[CH:11]([CH3:13])[CH3:12])[CH2:21][CH2:20][CH2:19][CH2:18][CH2:17]1, predict the reactants needed to synthesize it. The reactants are: Br[C:2]1[CH:7]=[CH:6][N:5]2[C:8]([CH2:14][O:15][CH:16]3[CH2:21][CH2:20][CH2:19][CH2:18][CH2:17]3)=[C:9]([CH:11]([CH3:13])[CH3:12])[N:10]=[C:4]2[CH:3]=1.[C:22]([NH2:30])(=[O:29])[C:23]1[CH:28]=[CH:27][CH:26]=[CH:25][CH:24]=1.C(=O)([O-])[O-].[Cs+].[Cs+].C(=O)([O-])O.[Na+]. (7) Given the product [Cl:1][C:2]1[CH:7]=[CH:6][N:5]=[C:4]2[CH:8]=[C:9]([C:11]([N:18]3[CH2:15][CH2:17][CH2:23][C@H:21]3[CH2:22][O:62][CH3:61])=[O:13])[S:10][C:3]=12, predict the reactants needed to synthesize it. The reactants are: [Cl:1][C:2]1[CH:7]=[CH:6][N:5]=[C:4]2[CH:8]=[C:9]([C:11]([O-:13])=O)[S:10][C:3]=12.[Li+].[CH:15]([N:18]([CH:21]([CH3:23])[CH3:22])CC)([CH3:17])C.F[P-](F)(F)(F)(F)F.N1(O[P+](N2CCCC2)(N2CCCC2)N2CCCC2)C2C=CC=CC=2N=N1.O.CN([CH:61]=[O:62])C. (8) Given the product [Cl:21][C:10]1[CH:9]=[C:8]([NH:7][CH2:6][C:3]2[O:4][CH:5]=[CH:1][CH:2]=2)[C:13]([C:14]([O:16][CH2:29][C:30]([O:32][CH2:33][CH3:34])=[O:31])=[O:15])=[CH:12][C:11]=1[S:17](=[O:19])(=[O:18])[NH2:20], predict the reactants needed to synthesize it. The reactants are: [CH:1]1[CH:2]=[C:3]([CH2:6][NH:7][C:8]2[C:13]([C:14]([OH:16])=[O:15])=[CH:12][C:11]([S:17]([NH2:20])(=[O:19])=[O:18])=[C:10]([Cl:21])[CH:9]=2)[O:4][CH:5]=1.C([O-])([O-])=O.[K+].[K+].Br[CH2:29][C:30]([O:32][CH2:33][CH3:34])=[O:31]. (9) Given the product [F:15][CH:16]([F:25])/[CH:17]=[CH:18]/[C:19]([O:21][CH2:22][CH3:23])=[O:20], predict the reactants needed to synthesize it. The reactants are: O=P12OP3(OP(OP(O3)(O1)=O)(=O)O2)=O.[F:15][CH:16]([F:25])[CH:17](O)[CH2:18][C:19]([O:21][CH2:22][CH3:23])=[O:20].